This data is from NCI-60 drug combinations with 297,098 pairs across 59 cell lines. The task is: Regression. Given two drug SMILES strings and cell line genomic features, predict the synergy score measuring deviation from expected non-interaction effect. (1) Drug 1: C1=CC=C(C=C1)NC(=O)CCCCCCC(=O)NO. Drug 2: C1CC(C1)(C2=CC=C(C=C2)C3=C(C=C4C(=N3)C=CN5C4=NNC5=O)C6=CC=CC=C6)N. Cell line: UACC62. Synergy scores: CSS=55.8, Synergy_ZIP=0.369, Synergy_Bliss=1.88, Synergy_Loewe=3.15, Synergy_HSA=5.64. (2) Synergy scores: CSS=20.9, Synergy_ZIP=-5.89, Synergy_Bliss=-6.21, Synergy_Loewe=-34.3, Synergy_HSA=-7.76. Drug 1: CCCS(=O)(=O)NC1=C(C(=C(C=C1)F)C(=O)C2=CNC3=C2C=C(C=N3)C4=CC=C(C=C4)Cl)F. Drug 2: C1=CN(C(=O)N=C1N)C2C(C(C(O2)CO)O)O.Cl. Cell line: K-562. (3) Drug 1: C1=CC(=CC=C1C#N)C(C2=CC=C(C=C2)C#N)N3C=NC=N3. Synergy scores: CSS=-20.4, Synergy_ZIP=10.7, Synergy_Bliss=7.42, Synergy_Loewe=-28.0, Synergy_HSA=-27.2. Cell line: SK-MEL-28. Drug 2: CS(=O)(=O)CCNCC1=CC=C(O1)C2=CC3=C(C=C2)N=CN=C3NC4=CC(=C(C=C4)OCC5=CC(=CC=C5)F)Cl. (4) Drug 1: CC(C1=C(C=CC(=C1Cl)F)Cl)OC2=C(N=CC(=C2)C3=CN(N=C3)C4CCNCC4)N. Drug 2: C1=NC(=NC(=O)N1C2C(C(C(O2)CO)O)O)N. Cell line: HOP-62. Synergy scores: CSS=8.73, Synergy_ZIP=0.0182, Synergy_Bliss=3.34, Synergy_Loewe=0.957, Synergy_HSA=0.945. (5) Drug 1: CC(C)(C#N)C1=CC(=CC(=C1)CN2C=NC=N2)C(C)(C)C#N. Drug 2: CC1CCCC2(C(O2)CC(NC(=O)CC(C(C(=O)C(C1O)C)(C)C)O)C(=CC3=CSC(=N3)C)C)C. Cell line: A549. Synergy scores: CSS=46.6, Synergy_ZIP=3.33, Synergy_Bliss=2.23, Synergy_Loewe=-11.4, Synergy_HSA=3.15.